From a dataset of Peptide-MHC class II binding affinity with 134,281 pairs from IEDB. Regression. Given a peptide amino acid sequence and an MHC pseudo amino acid sequence, predict their binding affinity value. This is MHC class II binding data. The peptide sequence is LYNKYSFKLILAEYIRHRNTI. The MHC is DRB1_0101 with pseudo-sequence DRB1_0101. The binding affinity (normalized) is 0.518.